From a dataset of Reaction yield outcomes from USPTO patents with 853,638 reactions. Predict the reaction yield, written as a fraction of the theoretical maximum amount of product (1.0 means a 100% yield; for example, 0.34 means a 34% yield). The reactants are [CH3:1][NH:2][C:3]1[CH:8]=[CH:7][CH:6]=[CH:5][CH:4]=1.F[C:10]1[CH:18]=[CH:17][CH:16]=[CH:15][C:11]=1[C:12]([OH:14])=[O:13].[NH2-].[Li+]. The catalyst is C1COCC1. The product is [CH3:1][N:2]([C:10]1[CH:18]=[CH:17][CH:16]=[CH:15][C:11]=1[C:12]([OH:14])=[O:13])[C:3]1[CH:8]=[CH:7][CH:6]=[CH:5][CH:4]=1. The yield is 0.870.